This data is from Reaction yield outcomes from USPTO patents with 853,638 reactions. The task is: Predict the reaction yield, written as a fraction of the theoretical maximum amount of product (1.0 means a 100% yield; for example, 0.34 means a 34% yield). (1) The reactants are [Cl:1][C:2]1[C:3]([F:33])=[C:4]([NH:9][C:10]2[C:19]3[C:14](=[CH:15][C:16]([OH:32])=[C:17]([O:20][CH:21]4[CH2:24][N:23](C(OCCCC)=O)[CH2:22]4)[CH:18]=3)[N:13]=[CH:12][N:11]=2)[CH:5]=[CH:6][C:7]=1[F:8]. The catalyst is C(Cl)Cl.FC(F)(F)C(O)=O. The product is [NH:23]1[CH2:24][CH:21]([O:20][C:17]2[CH:18]=[C:19]3[C:14](=[CH:15][C:16]=2[OH:32])[N:13]=[CH:12][N:11]=[C:10]3[NH:9][C:4]2[CH:5]=[CH:6][C:7]([F:8])=[C:2]([Cl:1])[C:3]=2[F:33])[CH2:22]1. The yield is 0.870. (2) The reactants are Cl[C:2]1[C:11]2[C:6](=[CH:7][CH:8]=[C:9]([Cl:12])[N:10]=2)[N:5]=[CH:4][C:3]=1[C:13](=[O:15])[CH3:14].C(O)(=O)C.C(O)(=O)C.[CH3:24][N:25]([CH2:27][C@H:28]1[CH2:33][CH2:32][C@H:31]([NH2:34])[CH2:30][CH2:29]1)[CH3:26]. No catalyst specified. The product is [Cl:12][C:9]1[N:10]=[C:11]2[C:6](=[CH:7][CH:8]=1)[N:5]=[CH:4][C:3]([C:13](=[O:15])[CH3:14])=[C:2]2[NH:34][C@H:31]1[CH2:32][CH2:33][C@H:28]([CH2:27][N:25]([CH3:26])[CH3:24])[CH2:29][CH2:30]1. The yield is 0.630.